Dataset: Forward reaction prediction with 1.9M reactions from USPTO patents (1976-2016). Task: Predict the product of the given reaction. (1) Given the reactants [F:1][C:2]([F:34])([F:33])[C:3]([C:12]1[CH:29]=[CH:28][C:15]([O:16][C:17]2[CH:18]=[C:19]([C:24](I)=[CH:25][N:26]=2)[C:20]([O:22][CH3:23])=[O:21])=[C:14]([CH2:30][CH2:31][CH3:32])[CH:13]=1)([O:8][CH2:9][O:10][CH3:11])[C:4]([F:7])([F:6])[F:5], predict the reaction product. The product is: [F:34][C:2]([F:1])([F:33])[C:3]([C:12]1[CH:29]=[CH:28][C:15]([O:16][C:17]2[CH:18]=[C:19]([CH:24]=[CH:25][N:26]=2)[C:20]([O:22][CH3:23])=[O:21])=[C:14]([CH2:30][CH2:31][CH3:32])[CH:13]=1)([O:8][CH2:9][O:10][CH3:11])[C:4]([F:7])([F:6])[F:5]. (2) Given the reactants [N+:1]([C:4]1[CH:5]=[N:6][CH:7]=[CH:8][C:9]=1[N:10]1[CH2:15][CH2:14][CH2:13][CH2:12][CH2:11]1)([O-])=O, predict the reaction product. The product is: [N:10]1([C:9]2[CH:8]=[CH:7][N:6]=[CH:5][C:4]=2[NH2:1])[CH2:11][CH2:12][CH2:13][CH2:14][CH2:15]1. (3) Given the reactants C1C=CC(P([C:27]2[C:28](C3C(P(C4C=CC=CC=4)C4C=CC=CC=4)=C[CH:31]=[C:30]4[C:25]=3[CH:26]=[CH:27][CH:28]=[CH:29]4)=[C:29]3[C:30]([CH:31]=CC=C3)=[CH:25][CH:26]=2)C2C=CC=CC=2)=CC=1.BrC1C=C(C)C=CC=1.[C:55]([O:59][C:60]([NH:62][C@@H:63]1[CH2:67][CH2:66][NH:65][CH2:64]1)=[O:61])([CH3:58])([CH3:57])[CH3:56].C(OCC)(=O)C, predict the reaction product. The product is: [C:55]([O:59][C:60](=[O:61])[NH:62][C@@H:63]1[CH2:67][CH2:66][N:65]([C:28]2[CH:27]=[CH:26][CH:25]=[C:30]([CH3:31])[CH:29]=2)[CH2:64]1)([CH3:58])([CH3:56])[CH3:57].